From a dataset of Peptide-MHC class I binding affinity with 185,985 pairs from IEDB/IMGT. Regression. Given a peptide amino acid sequence and an MHC pseudo amino acid sequence, predict their binding affinity value. This is MHC class I binding data. (1) The peptide sequence is FQPQNGQFK. The MHC is H-2-Db with pseudo-sequence H-2-Db. The binding affinity (normalized) is 0.0255. (2) The peptide sequence is DDPSRGRLGL. The MHC is Patr-B2401 with pseudo-sequence Patr-B2401. The binding affinity (normalized) is 0.